This data is from Peptide-MHC class II binding affinity with 134,281 pairs from IEDB. The task is: Regression. Given a peptide amino acid sequence and an MHC pseudo amino acid sequence, predict their binding affinity value. This is MHC class II binding data. (1) The peptide sequence is YVIRAQLHVGAKQEN. The MHC is DRB1_0401 with pseudo-sequence DRB1_0401. The binding affinity (normalized) is 0.325. (2) The peptide sequence is AALPLLFFALAGQRI. The MHC is DRB1_1201 with pseudo-sequence DRB1_1201. The binding affinity (normalized) is 0.423. (3) The peptide sequence is LGNVLINESFGVEPV. The MHC is DRB3_0202 with pseudo-sequence DRB3_0202. The binding affinity (normalized) is 0.632. (4) The peptide sequence is LQEIPTMLKKGMTTV. The MHC is DRB1_0801 with pseudo-sequence DRB1_0801. The binding affinity (normalized) is 0.572.